This data is from Forward reaction prediction with 1.9M reactions from USPTO patents (1976-2016). The task is: Predict the product of the given reaction. (1) The product is: [F:1][C:2]1[CH:28]=[CH:27][C:5]([CH2:6][N:7]2[CH2:8][CH:9]([S:11][C:12]3[C@H:13]([CH3:26])[C@@H:14]4[C@@H:21]([C@H:22]([OH:24])[CH3:23])[C:20](=[O:25])[N:15]4[C:16]=3[C:17]([O:19][CH:33]([O:32][C:29](=[O:31])[CH3:30])[CH3:34])=[O:18])[CH2:10]2)=[CH:4][CH:3]=1. Given the reactants [F:1][C:2]1[CH:28]=[CH:27][C:5]([CH2:6][N:7]2[CH2:10][CH:9]([S:11][C:12]3[C@H:13]([CH3:26])[C@@H:14]4[C@@H:21]([C@H:22]([OH:24])[CH3:23])[C:20](=[O:25])[N:15]4[C:16]=3[C:17]([OH:19])=[O:18])[CH2:8]2)=[CH:4][CH:3]=1.[C:29]([O:32][CH:33](Br)[CH3:34])(=[O:31])[CH3:30].C(N(CC)C(C)C)(C)C, predict the reaction product. (2) Given the reactants CN(C)/C=C/[C:5](C1N(C(C)C)C(C)=NC=1)=[O:6].[CH3:17][C:18]1[N:22]([CH:23]([CH3:25])[CH3:24])[C:21]([C:26]2[CH:31]=[CH:30][N:29]=[C:28]([NH:32][C@H:33]3[CH2:38][CH2:37][C@H:36](NC(CC4CCN(C(OC(C)(C)C)=O)CC4)=O)[CH2:35][CH2:34]3)[N:27]=2)=[CH:20][N:19]=1.[Li+:56].[OH-:57], predict the reaction product. The product is: [Li+:56].[CH3:17][C:18]1[N:22]([CH:23]([CH3:24])[CH3:25])[C:21]([C:26]2[CH:31]=[CH:30][N:29]=[C:28]([NH:32][CH:33]3[CH2:34][CH2:35][CH:36]([C:5]([O-:6])=[O:57])[CH2:37][CH2:38]3)[N:27]=2)=[CH:20][N:19]=1. (3) The product is: [OH:1][N:2]1[C:6](=[O:7])[CH2:5][CH2:4][C:3]1=[O:8].[Br:9][CH:10]([CH3:14])[C:11]([O-:13])=[O:12]. Given the reactants [OH:1][N:2]1[C:6](=[O:7])[CH2:5][CH2:4][C:3]1=[O:8].[Br:9][CH:10]([CH3:14])[C:11]([OH:13])=[O:12].C1(N=C=NC2CCCCC2)CCCCC1, predict the reaction product. (4) Given the reactants C[N:2]1[CH:6]=[CH:5][N:4]=[C:3]1[CH2:7][N:8]([CH2:17][CH2:18][C:19]1[CH:24]=[CH:23][C:22]([S:25](=[O:28])(=[O:27])[NH2:26])=[CH:21][CH:20]=1)[CH2:9][C:10]([O:12]C(C)(C)C)=[O:11], predict the reaction product. The product is: [C:10]([CH2:9][N:8]([CH2:7][C:3]1[N:2]([CH2:9][C:10]([OH:12])=[O:11])[CH:6]=[CH:5][N:4]=1)[CH2:17][CH2:18][C:19]1[CH:24]=[CH:23][C:22]([S:25](=[O:27])(=[O:28])[NH2:26])=[CH:21][CH:20]=1)([OH:12])=[O:11]. (5) Given the reactants [N:1]([C@H:4]1[CH2:8][N:7]([CH2:9][C:10]2[CH:15]=[CH:14][CH:13]=[CH:12][CH:11]=2)[CH2:6][C@@H:5]1[NH:16][C:17](=[O:25])[CH2:18][CH2:19][C:20]([F:24])([F:23])[CH2:21]Br)=[N+:2]=[N-:3].[H-].[Na+], predict the reaction product. The product is: [N:1]([C@H:4]1[CH2:8][N:7]([CH2:9][C:10]2[CH:15]=[CH:14][CH:13]=[CH:12][CH:11]=2)[CH2:6][C@@H:5]1[N:16]1[CH2:21][C:20]([F:24])([F:23])[CH2:19][CH2:18][C:17]1=[O:25])=[N+:2]=[N-:3]. (6) Given the reactants [Cl:1][C:2]1[CH:3]=[N:4][CH:5]=[C:6]([CH:10]=1)[C:7](O)=[O:8].[CH3:11][N:12](C=O)C.O=S(Cl)Cl, predict the reaction product. The product is: [Cl:1][C:2]1[CH:3]=[N:4][CH:5]=[C:6]([CH:10]=1)[C:7]([NH:12][CH3:11])=[O:8]. (7) Given the reactants [OH:1][C:2]1[C:3]([C:17](=O)[CH3:18])=[N:4][N:5]([CH3:16])[C:6]=1[C:7]1[CH:12]=[CH:11][C:10]([CH:13]([CH3:15])[CH3:14])=[CH:9][CH:8]=1.[NH:20]([C:22]([NH:24][C:25]1[CH:33]=[CH:32][C:28]([C:29]([OH:31])=[O:30])=[CH:27][CH:26]=1)=[S:23])[NH2:21].CN(C)C=O, predict the reaction product. The product is: [OH:1][C:2]1[C:3]([C:17](=[N:21][NH:20][C:22]([NH:24][C:25]2[CH:33]=[CH:32][C:28]([C:29]([OH:31])=[O:30])=[CH:27][CH:26]=2)=[S:23])[CH3:18])=[N:4][N:5]([CH3:16])[C:6]=1[C:7]1[CH:12]=[CH:11][C:10]([CH:13]([CH3:15])[CH3:14])=[CH:9][CH:8]=1.